Dataset: Forward reaction prediction with 1.9M reactions from USPTO patents (1976-2016). Task: Predict the product of the given reaction. (1) Given the reactants [Cl:1][C:2]1[CH:7]=[C:6]([Cl:8])[CH:5]=[C:4]([Cl:9])[C:3]=1[CH2:10][C:11](=O)[CH3:12].N1C=CC=CC=1.Cl.[CH3:21][O:22][NH2:23], predict the reaction product. The product is: [CH3:21][O:22][N:23]=[C:11]([CH3:12])[CH2:10][C:3]1[C:2]([Cl:1])=[CH:7][C:6]([Cl:8])=[CH:5][C:4]=1[Cl:9]. (2) Given the reactants [CH2:1]([S:8][CH:9]([CH:38]=O)[CH2:10][NH:11][C:12]([C:14]1[NH:15][C:16]2[C:21]([CH:22]=1)=[CH:20][C:19]([O:23][CH2:24][CH2:25][O:26][CH3:27])=[CH:18][C:17]=2[NH:28][S:29]([C:32]1[CH:37]=[CH:36][CH:35]=[CH:34][N:33]=1)(=[O:31])=[O:30])=[O:13])[C:2]1[CH:7]=[CH:6][CH:5]=[CH:4][CH:3]=1.[NH:40]1[CH2:45][CH2:44][S:43][CH2:42][CH2:41]1.O1CCCC1.C(O[BH-](OC(=O)C)OC(=O)C)(=O)C.[Na+], predict the reaction product. The product is: [CH2:1]([S:8][CH:9]([CH2:38][N:40]1[CH2:45][CH2:44][S:43][CH2:42][CH2:41]1)[CH2:10][NH:11][C:12]([C:14]1[NH:15][C:16]2[C:21]([CH:22]=1)=[CH:20][C:19]([O:23][CH2:24][CH2:25][O:26][CH3:27])=[CH:18][C:17]=2[NH:28][S:29]([C:32]1[CH:37]=[CH:36][CH:35]=[CH:34][N:33]=1)(=[O:31])=[O:30])=[O:13])[C:2]1[CH:3]=[CH:4][CH:5]=[CH:6][CH:7]=1. (3) The product is: [Cl:59][C:56]1[CH:55]=[CH:54][C:53]([C:51]2[C:50]3[C:60]([CH3:64])=[C:61]([CH3:63])[S:62][C:49]=3[N:48]3[C:65]([CH3:68])=[N:66][N:67]=[C:47]3[C@H:46]([CH2:45][C:42]([N:35]3[CH2:34][CH:33]4[O:40][CH:37]([CH2:38][CH2:39]4)[CH2:36]3)=[O:43])[N:52]=2)=[CH:58][CH:57]=1. Given the reactants CN(C(ON1N=NC2C=CC=NC1=2)=[N+](C)C)C.F[P-](F)(F)(F)(F)F.C(N(CC)CC)C.Cl.[CH:33]12[O:40][CH:37]([CH2:38][CH2:39]1)[CH2:36][NH:35][CH2:34]2.Cl.[C:42]([CH2:45][C@@H:46]1[N:52]=[C:51]([C:53]2[CH:58]=[CH:57][C:56]([Cl:59])=[CH:55][CH:54]=2)[C:50]2[C:60]([CH3:64])=[C:61]([CH3:63])[S:62][C:49]=2[N:48]2[C:65]([CH3:68])=[NH+:66][N:67]=[C:47]12)(O)=[O:43], predict the reaction product. (4) Given the reactants I[C:2]1[CH:7]=[CH:6][C:5]([C:8]2[O:12][C:11]([C@@H:13]3[CH2:17][CH2:16][CH2:15][N:14]3[C:18]([O:20][C:21]([CH3:24])([CH3:23])[CH3:22])=[O:19])=[N:10][N:9]=2)=[CH:4][CH:3]=1.[B:25]1(B2OC(C)(C)C(C)(C)O2)[O:29]C(C)(C)C(C)(C)[O:26]1.CC([O-])=O.[K+].B(O)O, predict the reaction product. The product is: [C:21]([O:20][C:18]([N:14]1[CH2:15][CH2:16][CH2:17][C@H:13]1[C:11]1[O:12][C:8]([C:5]2[CH:6]=[CH:7][C:2]([B:25]([OH:29])[OH:26])=[CH:3][CH:4]=2)=[N:9][N:10]=1)=[O:19])([CH3:24])([CH3:23])[CH3:22].